Dataset: Forward reaction prediction with 1.9M reactions from USPTO patents (1976-2016). Task: Predict the product of the given reaction. (1) Given the reactants [CH2:1]([O:3][C:4]([N:6]1[C:15]2[C:10](=[CH:11][C:12]([C:16]([F:19])([F:18])[F:17])=[CH:13][CH:14]=2)[CH:9]([CH:20]([NH2:35])[C:21]2[CH:26]=[C:25]([C:27]([F:30])([F:29])[F:28])[CH:24]=[C:23]([C:31]([F:34])([F:33])[F:32])[CH:22]=2)[CH2:8][CH:7]1[CH2:36][CH3:37])=[O:5])[CH3:2].[CH:38](OCC)=O, predict the reaction product. The product is: [CH2:1]([O:3][C:4]([N:6]1[C:15]2[C:10](=[CH:11][C:12]([C:16]([F:19])([F:18])[F:17])=[CH:13][CH:14]=2)[CH:9]([CH:20]([C:21]2[CH:26]=[C:25]([C:27]([F:28])([F:29])[F:30])[CH:24]=[C:23]([C:31]([F:33])([F:32])[F:34])[CH:22]=2)[NH:35][CH3:38])[CH2:8][CH:7]1[CH2:36][CH3:37])=[O:5])[CH3:2]. (2) Given the reactants [CH3:1][O:2][C:3]1[CH:40]=[CH:39][C:6]([CH2:7][N:8]([CH2:30][C:31]2[CH:36]=[CH:35][C:34]([O:37][CH3:38])=[CH:33][CH:32]=2)[C:9]2[N:14]=[CH:13][C:12]([C:15]3[C:16]4[CH2:29][CH2:28][NH:27][C:17]=4[N:18]=[C:19]([N:21]4[CH2:26][CH2:25][O:24][CH2:23][CH2:22]4)[N:20]=3)=[CH:11][N:10]=2)=[CH:5][CH:4]=1.Br[C:42]1[CH:43]=[CH:44][C:45]([C:48]([N:50]2[CH2:55][CH2:54][O:53][CH2:52][CH2:51]2)=[O:49])=[N:46][CH:47]=1.COC(=O)C1C=CC(Br)=CC=1, predict the reaction product. The product is: [CH3:38][O:37][C:34]1[CH:33]=[CH:32][C:31]([CH2:30][N:8]([CH2:7][C:6]2[CH:5]=[CH:4][C:3]([O:2][CH3:1])=[CH:40][CH:39]=2)[C:9]2[N:10]=[CH:11][C:12]([C:15]3[C:16]4[CH2:29][CH2:28][N:27]([C:42]5[CH:43]=[CH:44][C:45]([C:48]([N:50]6[CH2:55][CH2:54][O:53][CH2:52][CH2:51]6)=[O:49])=[N:46][CH:47]=5)[C:17]=4[N:18]=[C:19]([N:21]4[CH2:26][CH2:25][O:24][CH2:23][CH2:22]4)[N:20]=3)=[CH:13][N:14]=2)=[CH:36][CH:35]=1. (3) Given the reactants C([O:8][CH2:9][C:10]([NH:12][C:13]1[CH:18]=[CH:17][C:16]([OH:19])=[CH:15][CH:14]=1)=[O:11])C1C=CC=CC=1, predict the reaction product. The product is: [OH:8][CH2:9][C:10]([NH:12][C:13]1[CH:18]=[CH:17][C:16]([OH:19])=[CH:15][CH:14]=1)=[O:11]. (4) Given the reactants C(N(CC)CC)C.Cl.[F:9][C:10]1[CH:15]=[C:14]([S:16]([CH3:19])(=[O:18])=[O:17])[CH:13]=[CH:12][C:11]=1[NH:20][C:21]1[C:22]2[O:29][CH:28]=[C:27](C3CCNCC3)[C:23]=2[N:24]=[CH:25][N:26]=1.[N:36]1[CH:41]=[CH:40][CH:39]=[CH:38][C:37]=1[C:42](O)=[O:43].Cl.C(N=C=NCCCN(C)C)C, predict the reaction product. The product is: [F:9][C:10]1[CH:15]=[C:14]([S:16]([CH3:19])(=[O:17])=[O:18])[CH:13]=[CH:12][C:11]=1[NH:20][C:21]1[C:22]2[O:29][CH:28]=[CH:27][C:23]=2[N:24]([C:39]2[CH:40]=[CH:41][N:36]=[C:37]([CH:42]=[O:43])[CH:38]=2)[CH2:25][N:26]=1. (5) Given the reactants [CH3:1][O:2][C:3](=[O:19])[CH:4]([CH:14]1[CH2:18][CH2:17][CH2:16][NH:15]1)[CH2:5][C:6]1[CH:11]=[CH:10][CH:9]=[C:8]([C:12]#[N:13])[CH:7]=1.[C:20]1([C:29]2[CH:34]=[CH:33][CH:32]=[CH:31][CH:30]=2)[CH:25]=[CH:24][C:23]([C:26](O)=[O:27])=[CH:22][CH:21]=1.C(N(C(C)C)CC)(C)C.CN(C(ON1N=NC2C=CC=CC1=2)=[N+](C)C)C.[B-](F)(F)(F)F, predict the reaction product. The product is: [CH3:1][O:2][C:3](=[O:19])[CH:4]([CH:14]1[CH2:18][CH2:17][CH2:16][N:15]1[C:26]([C:23]1[CH:24]=[CH:25][C:20]([C:29]2[CH:30]=[CH:31][CH:32]=[CH:33][CH:34]=2)=[CH:21][CH:22]=1)=[O:27])[CH2:5][C:6]1[CH:11]=[CH:10][CH:9]=[C:8]([C:12]#[N:13])[CH:7]=1.